From a dataset of Catalyst prediction with 721,799 reactions and 888 catalyst types from USPTO. Predict which catalyst facilitates the given reaction. Reactant: [CH:1]1([NH:4][C:5](=[O:45])[NH:6][C:7]2[CH:43]=[CH:42][C:10]([O:11][C:12]3[CH:17]=[CH:16][N:15]=[C:14]4[CH:18]=[C:19]([C:21]5[N:26]=[CH:25][C:24]([CH2:27][N:28]([CH2:36][CH2:37][S:38]([CH3:41])(=[O:40])=[O:39])C(=O)OC(C)(C)C)=[CH:23][CH:22]=5)[S:20][C:13]=34)=[C:9]([F:44])[CH:8]=2)[CH2:3][CH2:2]1.C(O)(C(F)(F)F)=O. Product: [CH:1]1([NH:4][C:5]([NH:6][C:7]2[CH:43]=[CH:42][C:10]([O:11][C:12]3[CH:17]=[CH:16][N:15]=[C:14]4[CH:18]=[C:19]([C:21]5[CH:22]=[CH:23][C:24]([CH2:27][NH:28][CH2:36][CH2:37][S:38]([CH3:41])(=[O:39])=[O:40])=[CH:25][N:26]=5)[S:20][C:13]=34)=[C:9]([F:44])[CH:8]=2)=[O:45])[CH2:3][CH2:2]1. The catalyst class is: 2.